From a dataset of Full USPTO retrosynthesis dataset with 1.9M reactions from patents (1976-2016). Predict the reactants needed to synthesize the given product. (1) Given the product [CH3:1][O:2][C:3](=[O:51])[CH2:4][C@H:5]([OH:43])[CH2:6][C:7](=[O:42])[CH:8]=[CH:9][C:10]1[N:11]([CH:39]([CH3:40])[CH3:41])[C:12]([C:28](=[O:38])[NH:29][CH2:30][C:31]2[CH:36]=[CH:35][C:34]([F:37])=[CH:33][CH:32]=2)=[C:13]([C:22]2[CH:27]=[CH:26][CH:25]=[CH:24][CH:23]=2)[C:14]=1[C:15]1[CH:16]=[CH:17][C:18]([F:21])=[CH:19][CH:20]=1, predict the reactants needed to synthesize it. The reactants are: [CH3:1][O:2][C:3](=[O:51])[CH2:4][C@H:5]([O:43][Si](C(C)(C)C)(C)C)[CH2:6][C:7](=[O:42])[CH:8]=[CH:9][C:10]1[N:11]([CH:39]([CH3:41])[CH3:40])[C:12]([C:28](=[O:38])[NH:29][CH2:30][C:31]2[CH:36]=[CH:35][C:34]([F:37])=[CH:33][CH:32]=2)=[C:13]([C:22]2[CH:27]=[CH:26][CH:25]=[CH:24][CH:23]=2)[C:14]=1[C:15]1[CH:20]=[CH:19][C:18]([F:21])=[CH:17][CH:16]=1.F. (2) Given the product [Cl:1][C:2]1[CH:3]=[C:4]([CH:17]=[CH:18][C:19]=1[O:20][CH2:21][C:22]1[CH:27]=[CH:26][CH:25]=[CH:24][N:23]=1)[NH:5][C:6]1[C:15]2[C:10](=[CH:11][CH:12]=[CH:13][C:14]=2[O:32][CH2:31][CH2:30][N:29]([CH3:33])[CH3:28])[N:9]=[CH:8][N:7]=1, predict the reactants needed to synthesize it. The reactants are: [Cl:1][C:2]1[CH:3]=[C:4]([CH:17]=[CH:18][C:19]=1[O:20][CH2:21][C:22]1[CH:27]=[CH:26][CH:25]=[CH:24][N:23]=1)[NH:5][C:6]1[C:15]2[C:10](=[CH:11][CH:12]=[CH:13][C:14]=2F)[N:9]=[CH:8][N:7]=1.[CH3:28][N:29]([CH3:33])[CH2:30][CH2:31][OH:32].[H-].[Na+]. (3) Given the product [C:22]([C:21]1[C:11]([NH:25][CH:26]2[CH2:30][CH2:29][CH:28]([C:31]([OH:33])=[O:32])[CH2:27]2)=[N:12][C:13]([CH3:24])=[C:14]([C:15]([O:17][CH2:18][CH3:19])=[O:16])[CH:20]=1)#[N:23], predict the reactants needed to synthesize it. The reactants are: CCN(C(C)C)C(C)C.Cl[C:11]1[C:21]([C:22]#[N:23])=[CH:20][C:14]([C:15]([O:17][CH2:18][CH3:19])=[O:16])=[C:13]([CH3:24])[N:12]=1.[NH2:25][CH:26]1[CH2:30][CH2:29][CH:28]([C:31]([OH:33])=[O:32])[CH2:27]1.[NH4+].[Cl-]. (4) Given the product [CH3:1][N:2]1[C:10](=[O:11])[C:9]2[N:8]([CH2:12][C:13]3[CH:14]=[C:15]([CH:18]=[CH:19][CH:20]=3)[C:16]([NH2:17])=[O:28])[C:7]([CH2:21][O:22][CH2:23][CH2:24][CH3:25])=[N:6][C:5]=2[N:4]([CH3:26])[C:3]1=[O:27], predict the reactants needed to synthesize it. The reactants are: [CH3:1][N:2]1[C:10](=[O:11])[C:9]2[N:8]([CH2:12][C:13]3[CH:14]=[C:15]([CH:18]=[CH:19][CH:20]=3)[C:16]#[N:17])[C:7]([CH2:21][O:22][CH2:23][CH2:24][CH3:25])=[N:6][C:5]=2[N:4]([CH3:26])[C:3]1=[O:27].[OH-:28].[Na+].OO. (5) Given the product [Cl:1][C:2]1[N:7]=[C:6]([O:10][CH3:9])[CH:5]=[CH:4][N:3]=1, predict the reactants needed to synthesize it. The reactants are: [Cl:1][C:2]1[N:7]=[C:6](Cl)[CH:5]=[CH:4][N:3]=1.[CH3:9][O-:10].[Na+].O. (6) Given the product [CH3:1][C:2]([CH3:41])([CH3:40])[C:3]([C:5]1[C:13]2[C:8](=[N:9][CH:10]=[C:11]([C:14]3[C:22]4[C:17](=[CH:18][CH:19]=[CH:20][CH:21]=4)[N:16]([CH2:23][CH2:24][N:25]4[CH2:26][CH2:27][N:28]([CH3:31])[CH2:29][CH2:30]4)[CH:15]=3)[N:12]=2)[NH:7][CH:6]=1)=[O:4], predict the reactants needed to synthesize it. The reactants are: [CH3:1][C:2]([CH3:41])([CH3:40])[C:3]([C:5]1[C:13]2[C:8](=[N:9][CH:10]=[C:11]([C:14]3[C:22]4[C:17](=[CH:18][CH:19]=[CH:20][CH:21]=4)[N:16]([CH2:23][CH2:24][N:25]4[CH2:30][CH2:29][N:28]([CH3:31])[CH2:27][CH2:26]4)[CH:15]=3)[N:12]=2)[N:7](COCC[Si](C)(C)C)[CH:6]=1)=[O:4]. (7) Given the product [Br:12][CH2:13][CH2:14][CH2:15][CH2:16][CH2:17][O:1][C:2]1[CH:3]=[CH:4][C:5]([NH:8][C:9](=[O:11])[CH3:10])=[CH:6][CH:7]=1, predict the reactants needed to synthesize it. The reactants are: [OH:1][C:2]1[CH:7]=[CH:6][C:5]([NH:8][C:9](=[O:11])[CH3:10])=[CH:4][CH:3]=1.[Br:12][CH2:13][CH2:14][CH2:15][CH2:16][CH2:17]Br.C(=O)([O-])[O-].[K+].[K+]. (8) Given the product [C:51]([OH:58])(=[O:57])[CH2:52][CH2:53][C:54]([OH:56])=[O:55].[CH2:47]([N:4]([CH2:1][CH2:2][CH3:3])[C:5]([CH2:7][O:8][C:9](=[O:46])[CH2:10][CH2:11][NH:12][S:13]([C:16]1[CH:21]=[CH:20][CH:19]=[C:18]([C:22]([N:24]2[CH2:45][CH2:44][C:27]3([NH:31]/[C:30](=[N:32]/[C:33]([C:35]4[C:40]([NH2:41])=[N:39][C:38]([NH2:42])=[C:37]([Cl:43])[N:36]=4)=[O:34])/[NH:29][CH2:28]3)[CH2:26][CH2:25]2)=[O:23])[CH:17]=1)(=[O:15])=[O:14])=[O:6])[CH2:48][CH3:49], predict the reactants needed to synthesize it. The reactants are: [CH2:1]([N:4]([CH2:47][CH2:48][CH3:49])[C:5]([CH2:7][O:8][C:9](=[O:46])[CH2:10][CH2:11][NH:12][S:13]([C:16]1[CH:21]=[CH:20][CH:19]=[C:18]([C:22]([N:24]2[CH2:45][CH2:44][C:27]3([NH:31]/[C:30](=[N:32]/[C:33]([C:35]4[C:40]([NH2:41])=[N:39][C:38]([NH2:42])=[C:37]([Cl:43])[N:36]=4)=[O:34])/[NH:29][CH2:28]3)[CH2:26][CH2:25]2)=[O:23])[CH:17]=1)(=[O:15])=[O:14])=[O:6])[CH2:2][CH3:3].O.[C:51]([OH:58])(=[O:57])[CH2:52][CH2:53][C:54]([OH:56])=[O:55].